This data is from Reaction yield outcomes from USPTO patents with 853,638 reactions. The task is: Predict the reaction yield, written as a fraction of the theoretical maximum amount of product (1.0 means a 100% yield; for example, 0.34 means a 34% yield). (1) The product is [O:1]1[C:5]2[CH:6]=[CH:7][C:8]([C:10]3([C:13]([NH:15][C:16]4[CH:25]=[CH:24][C:19]([CH2:20][OH:21])=[C:18]([Br:26])[CH:17]=4)=[O:14])[CH2:12][CH2:11]3)=[CH:9][C:4]=2[O:3][CH2:2]1. The yield is 0.740. The catalyst is C1COCC1.CCOCC.O. The reactants are [O:1]1[C:5]2[CH:6]=[CH:7][C:8]([C:10]3([C:13]([NH:15][C:16]4[CH:25]=[CH:24][C:19]([C:20](OC)=[O:21])=[C:18]([Br:26])[CH:17]=4)=[O:14])[CH2:12][CH2:11]3)=[CH:9][C:4]=2[O:3][CH2:2]1.[Li+].[BH4-]. (2) The reactants are Br[C:2]1[CH:3]=[C:4]([N:8]2[C:12]3[CH2:13][O:14][CH2:15][C:11]=3[C:10]([C:16]([O:18][CH2:19][CH3:20])=[O:17])=[N:9]2)[CH:5]=[CH:6][CH:7]=1.[C:21]([C@:23]1([OH:30])[CH2:27][CH2:26][N:25]([CH3:28])[C:24]1=[O:29])#[CH:22]. No catalyst specified. The product is [OH:30][C@@:23]1([C:21]#[C:22][C:2]2[CH:3]=[C:4]([N:8]3[C:12]4[CH2:13][O:14][CH2:15][C:11]=4[C:10]([C:16]([O:18][CH2:19][CH3:20])=[O:17])=[N:9]3)[CH:5]=[CH:6][CH:7]=2)[CH2:27][CH2:26][N:25]([CH3:28])[C:24]1=[O:29]. The yield is 0.850. (3) The reactants are C([O:3][C:4](=[O:24])[CH2:5][CH:6]1[O:10][B:9]([OH:11])[C:8]2[CH:12]=[C:13]([O:17][C:18]3[N:19]=[N:20][CH:21]=[CH:22][CH:23]=3)[CH:14]=[C:15]([CH3:16])[C:7]1=2)C.[Li+].[OH-].Cl. The catalyst is C1COCC1.O.O. The product is [OH:11][B:9]1[C:8]2[CH:12]=[C:13]([O:17][C:18]3[N:19]=[N:20][CH:21]=[CH:22][CH:23]=3)[CH:14]=[C:15]([CH3:16])[C:7]=2[CH:6]([CH2:5][C:4]([OH:24])=[O:3])[O:10]1. The yield is 0.470. (4) The reactants are [F:1][C:2]([F:23])([F:22])[O:3][C:4]1[CH:9]=[CH:8][C:7]([N:10]2[CH:14]=[N:13][C:12]([C:15]3[CH:21]=[CH:20][C:18]([NH2:19])=[CH:17][CH:16]=3)=[N:11]2)=[CH:6][CH:5]=1.[C:24](=[S:34])(Cl)[O:25][C:26]1[CH:31]=[CH:30][C:29]([F:32])=[CH:28][CH:27]=1.C(N(CC)CC)C. The catalyst is C1COCC1. The product is [F:23][C:2]([F:1])([F:22])[O:3][C:4]1[CH:5]=[CH:6][C:7]([N:10]2[CH:14]=[N:13][C:12]([C:15]3[CH:21]=[CH:20][C:18]([NH:19][C:24](=[S:34])[O:25][C:26]4[CH:31]=[CH:30][C:29]([F:32])=[CH:28][CH:27]=4)=[CH:17][CH:16]=3)=[N:11]2)=[CH:8][CH:9]=1. The yield is 0.170. (5) The reactants are [CH:1]([O:4][C:5]1[C:9]([C:10]([O:12][CH2:13][CH3:14])=[O:11])=[CH:8][NH:7][N:6]=1)([CH3:3])[CH3:2].I[CH2:16][CH2:17][O:18][CH2:19][C:20]1[CH:25]=[CH:24][CH:23]=[CH:22][CH:21]=1.C(=O)([O-])[O-].[K+].[K+].O. The catalyst is CN(C)C=O. The product is [CH2:19]([O:18][CH2:17][CH2:16][N:7]1[CH:8]=[C:9]([C:10]([O:12][CH2:13][CH3:14])=[O:11])[C:5]([O:4][CH:1]([CH3:3])[CH3:2])=[N:6]1)[C:20]1[CH:25]=[CH:24][CH:23]=[CH:22][CH:21]=1. The yield is 0.750. (6) The reactants are [CH3:1][N:2]1[C:6]([CH2:7][CH2:8][C:9]([OH:11])=O)=[N:5][C:4]([N:12]2[CH2:16][CH2:15][CH2:14][CH2:13]2)=[N:3]1.CN(C(ON1N=NC2C=CC=NC1=2)=[N+](C)C)C.F[P-](F)(F)(F)(F)F.C(N(CC)C(C)C)(C)C.[CH2:50]([C:52]1[C:53]([NH:59][NH2:60])=[N:54][C:55]([CH3:58])=[N:56][CH:57]=1)[CH3:51]. The catalyst is CN(C)C=O. The product is [CH2:50]([C:52]1[C:53]([NH:59][NH:60][C:9](=[O:11])[CH2:8][CH2:7][C:6]2[N:2]([CH3:1])[N:3]=[C:4]([N:12]3[CH2:16][CH2:15][CH2:14][CH2:13]3)[N:5]=2)=[N:54][C:55]([CH3:58])=[N:56][CH:57]=1)[CH3:51]. The yield is 0.310. (7) The reactants are [CH3:1][O:2][C:3](=[O:24])[CH:4]([C:11]1[CH:16]=[CH:15][C:14]([S:17]([CH3:20])(=[O:19])=[O:18])=[C:13]([N+:21]([O-])=O)[CH:12]=1)[CH2:5][CH:6]1[CH2:10][CH2:9][CH2:8][CH2:7]1.[Cl-].[NH4+]. The catalyst is CO.O.[Zn]. The product is [CH3:1][O:2][C:3](=[O:24])[CH:4]([C:11]1[CH:16]=[CH:15][C:14]([S:17]([CH3:20])(=[O:18])=[O:19])=[C:13]([NH2:21])[CH:12]=1)[CH2:5][CH:6]1[CH2:7][CH2:8][CH2:9][CH2:10]1. The yield is 0.980.